From a dataset of Catalyst prediction with 721,799 reactions and 888 catalyst types from USPTO. Predict which catalyst facilitates the given reaction. (1) Reactant: [CH2:1]([CH:8]1[C:17]2[C:12](=[CH:13][CH:14]=[C:15]([CH2:18][NH:19][S:20]([CH:23]3[CH2:26][CH2:25][CH2:24]3)(=[O:22])=[O:21])[CH:16]=2)[CH2:11][CH2:10][CH:9]1[NH:27]C(=O)OC(C)(C)C)[C:2]1[CH:7]=[CH:6][CH:5]=[CH:4][CH:3]=1.FC(F)(F)C(O)=O. Product: [NH2:27][CH:9]1[CH:8]([CH2:1][C:2]2[CH:7]=[CH:6][CH:5]=[CH:4][CH:3]=2)[C:17]2[CH:16]=[C:15]([CH2:18][NH:19][S:20]([CH:23]3[CH2:26][CH2:25][CH2:24]3)(=[O:22])=[O:21])[CH:14]=[CH:13][C:12]=2[CH2:11][CH2:10]1. The catalyst class is: 4. (2) Reactant: Cl.C(O[C:5]([C:7]1[CH:8]=[C:9]2[C:13](=[CH:14][CH:15]=1)[NH:12][N:11]=[C:10]2[C:16]1[CH:21]=[CH:20][C:19]([F:22])=[CH:18][CH:17]=1)=[NH:6])C.C(N(CC)CC)C.[OH:30][CH:31]([CH3:37])[CH2:32][C:33]([NH:35][NH2:36])=O. Product: [F:22][C:19]1[CH:18]=[CH:17][C:16]([C:10]2[C:9]3[C:13](=[CH:14][CH:15]=[C:7]([C:5]4[NH:6][C:33]([CH2:32][CH:31]([OH:30])[CH3:37])=[N:35][N:36]=4)[CH:8]=3)[NH:12][N:11]=2)=[CH:21][CH:20]=1. The catalyst class is: 8. (3) Reactant: [O-]P([O-])([O-])=O.[K+].[K+].[K+].CN[C@@H]1CCCC[C@H]1NC.[OH:19][C@H:20]([C@H:28]1[O:33][C@@H:32]([CH3:34])[CH2:31][NH:30][C:29]1=[O:35])[C:21]([O:23][C:24]([CH3:27])([CH3:26])[CH3:25])=[O:22].I[C:37]1[CH:41]=[CH:40][N:39]([C:42]2[CH:43]=[C:44]([C:48]([F:51])([F:50])[F:49])[N:45]=[N:46][CH:47]=2)[N:38]=1. Product: [OH:19][C@H:20]([C@H:28]1[O:33][C@@H:32]([CH3:34])[CH2:31][N:30]([C:37]2[CH:41]=[CH:40][N:39]([C:42]3[CH:43]=[C:44]([C:48]([F:51])([F:49])[F:50])[N:45]=[N:46][CH:47]=3)[N:38]=2)[C:29]1=[O:35])[C:21]([O:23][C:24]([CH3:27])([CH3:25])[CH3:26])=[O:22]. The catalyst class is: 185. (4) Reactant: [NH2:1][C:2]1[CH:3]=[C:4]2[C:8](=[CH:9][C:10]=1[N+:11]([O-])=[O:12])[CH2:7][CH:6]([CH2:14][OH:15])[CH2:5]2.[N:16]#[C:17][NH2:18].[CH]Cl.[OH-].[Na+]. Product: [NH2:18][C:17]1[N:16]=[N+:11]([O-:12])[C:10]2[CH:9]=[C:8]3[C:4]([CH2:5][CH:6]([CH2:14][OH:15])[CH2:7]3)=[CH:3][C:2]=2[N:1]=1. The catalyst class is: 6. (5) Reactant: [CH2:1]1[O:9][CH:2]1[C:3]1[CH:8]=[CH:7][CH:6]=[CH:5][CH:4]=1.O. Product: [CH:3]1([CH2:2][CH2:1][CH:2]([C:3]2[CH:8]=[CH:7][CH:6]=[CH:5][CH:4]=2)[OH:9])[CH2:8][CH2:7][CH2:6][CH2:5][CH2:4]1. The catalyst class is: 356. (6) Reactant: [NH:1]1[CH:5]=[CH:4][N:3]=[CH:2]1.[OH-].[K+].Br[CH2:9][CH:10]1[CH2:12][CH2:11]1. Product: [CH:10]1([CH2:9][N:1]2[CH:5]=[CH:4][N:3]=[CH:2]2)[CH2:12][CH2:11]1. The catalyst class is: 21. (7) Reactant: Cl.[Cl:2][C:3]1[CH:19]=[CH:18][C:6]([CH2:7][N:8]([C:10]2[CH:15]=[CH:14][C:13]([O:16][CH3:17])=[CH:12][CH:11]=2)N)=[CH:5][CH:4]=1.[C:20]([S:24][CH2:25][CH2:26][C:27](=O)[C:28]([CH3:35])([CH3:34])[C:29]([O:31][CH2:32][CH3:33])=[O:30])([CH3:23])([CH3:22])[CH3:21].C([O-])(=O)C.[Na+].C(O)(=O)C. Product: [CH2:32]([O:31][C:29](=[O:30])[C:28]([CH3:35])([CH3:34])[CH2:27][C:26]1[N:8]([CH2:7][C:6]2[CH:18]=[CH:19][C:3]([Cl:2])=[CH:4][CH:5]=2)[C:10]2[C:15]([C:25]=1[S:24][C:20]([CH3:23])([CH3:22])[CH3:21])=[CH:14][C:13]([O:16][CH3:17])=[CH:12][CH:11]=2)[CH3:33]. The catalyst class is: 11.